From a dataset of Full USPTO retrosynthesis dataset with 1.9M reactions from patents (1976-2016). Predict the reactants needed to synthesize the given product. (1) Given the product [CH2:10]=[CH:11][CH2:12][CH:1]([OH:9])[CH2:2][CH2:3][CH2:4][CH2:5][CH2:6][CH2:7][CH3:8], predict the reactants needed to synthesize it. The reactants are: [CH:1](=[O:9])[CH2:2][CH2:3][CH2:4][CH2:5][CH2:6][CH2:7][CH3:8].[CH2:10]([Mg]Br)[CH:11]=[CH2:12]. (2) The reactants are: [Cl:1][C:2]1[CH:3]=[CH:4][C:5]([O:26][CH2:27][CH:28]([CH3:30])[CH3:29])=[C:6]([CH2:8][N:9]2[C:13]([CH3:14])=[CH:12][C:11]([C:15]([NH:17][C:18]3[CH:23]=[CH:22][C:21](C=O)=[CH:20][CH:19]=3)=[O:16])=[N:10]2)[CH:7]=1.[CH2:31]([CH2:33][NH2:34])[OH:32].[C:35](O[BH-](OC(=O)C)OC(=O)C)(=O)C.[Na+].C(O)(=O)C. Given the product [ClH:1].[Cl:1][C:2]1[CH:3]=[CH:4][C:5]([O:26][CH2:27][CH:28]([CH3:29])[CH3:30])=[C:6]([CH2:8][N:9]2[C:13]([CH3:14])=[CH:12][C:11]([C:15]([NH:17][C:18]3[CH:23]=[CH:22][C:21]([CH2:35][NH:34][CH2:33][CH2:31][OH:32])=[CH:20][CH:19]=3)=[O:16])=[N:10]2)[CH:7]=1, predict the reactants needed to synthesize it. (3) Given the product [F:8][C:9]1[CH:14]=[C:13]([S:15]([CH3:18])(=[O:16])=[O:17])[CH:12]=[CH:11][C:10]=1[C:19]1[CH:20]=[CH:21][C:22]2[O:26][C:25]([CH:27]3[CH2:32][CH2:31][N:30]([C:35]([O:37][CH:38]([CH3:40])[CH3:39])=[O:36])[CH2:29][CH2:28]3)=[N:24][C:23]=2[CH:33]=1, predict the reactants needed to synthesize it. The reactants are: FC(F)(F)C(O)=O.[F:8][C:9]1[CH:14]=[C:13]([S:15]([CH3:18])(=[O:17])=[O:16])[CH:12]=[CH:11][C:10]=1[C:19]1[CH:20]=[CH:21][C:22]2[O:26][C:25]([CH:27]3[CH2:32][CH2:31][NH:30][CH2:29][CH2:28]3)=[N:24][C:23]=2[CH:33]=1.Cl[C:35]([O:37][CH:38]([CH3:40])[CH3:39])=[O:36].C1(C)C=CC=CC=1. (4) Given the product [O:5]1[CH:25]=[CH:21][CH:22]=[C:3]1[CH2:2][N:14]([CH2:25][C:21]1[N:20]([C:16]2[S:15][CH:19]=[CH:18][N:17]=2)[CH:24]=[CH:23][CH:22]=1)[CH2:13][C:9]1[N:20]([C:16]2[S:15][CH:19]=[CH:18][N:17]=2)[CH:12]=[CH:11][CH:10]=1, predict the reactants needed to synthesize it. The reactants are: F[C:2](F)(F)[C:3]([O-:5])=O.O1[CH:12]=[CH:11][CH:10]=[C:9]1[CH2:13][NH2:14].[S:15]1[CH:19]=[CH:18][N:17]=[C:16]1[N:20]1[CH:24]=[CH:23][CH:22]=[C:21]1[CH:25]=O. (5) Given the product [CH2:1]([NH:5][C:6]1[N:7]=[CH:8][C:9]2[NH:14][CH:13]=[C:12]([CH:34]3[CH2:35][CH2:36][CH:37]([OH:40])[CH2:38][CH2:39]3)[C:10]=2[N:11]=1)[CH2:2][CH2:3][CH3:4].[CH2:1]([NH:5][C:6]1[N:7]=[CH:8][C:9]2[NH:14][CH:13]=[C:12]([CH:34]3[CH2:39][CH2:38][C:37](=[O:40])[CH2:36][CH2:35]3)[C:10]=2[N:11]=1)[CH2:2][CH2:3][CH3:4], predict the reactants needed to synthesize it. The reactants are: [CH2:1]([NH:5][C:6]1[N:7]=[CH:8][C:9]2[N:14](C(C3C=CC=CC=3)(C3C=CC=CC=3)C3C=CC=CC=3)[CH:13]=[C:12]([C:34]3[CH2:39][CH2:38][CH:37]([O:40][Si](C(C)(C)C)(C)C)[CH2:36][CH:35]=3)[C:10]=2[N:11]=1)[CH2:2][CH2:3][CH3:4].FC(F)(F)C(O)=O.C1C=C[NH+]=CC=1.[O-][Cr](Cl)(=O)=O. (6) Given the product [F:34][C:6]1[CH:5]=[C:4]([C:1]([NH2:2])=[O:3])[C:12]2[O:11][C:10]([C:13]3[CH:33]=[CH:32][C:16]([CH2:17][NH:18][CH:19]4[CH2:20][CH2:21][NH:22][CH2:23][CH2:24]4)=[CH:15][CH:14]=3)=[CH:9][C:8]=2[CH:7]=1, predict the reactants needed to synthesize it. The reactants are: [C:1]([C:4]1[C:12]2[O:11][C:10]([C:13]3[CH:33]=[CH:32][C:16]([CH2:17][NH:18][CH:19]4[CH2:24][CH2:23][N:22](C(OC(C)(C)C)=O)[CH2:21][CH2:20]4)=[CH:15][CH:14]=3)=[CH:9][C:8]=2[CH:7]=[C:6]([F:34])[CH:5]=1)(=[O:3])[NH2:2].FC(F)(F)C(O)=O.